Dataset: Full USPTO retrosynthesis dataset with 1.9M reactions from patents (1976-2016). Task: Predict the reactants needed to synthesize the given product. (1) Given the product [C:30]1(=[O:31])[C:32]2[C:33](=[CH:34][CH:35]=[CH:36][CH:37]=2)[CH2:28][NH:29]1.[CH3:20][C:21]1[C:22]([NH:42][C:43]2[C:48]3[C:49]([Cl:56])=[C:50]([Cl:55])[C:51]([Cl:54])=[C:52]([Cl:53])[C:47]=3[C:45](=[O:46])[N:44]=2)=[CH:23][CH:24]=[CH:25][C:26]=1[NH:27][C:28]1[C:33]2[C:34]([Cl:41])=[C:35]([Cl:40])[C:36]([Cl:39])=[C:37]([Cl:38])[C:32]=2[C:30](=[O:31])[N:29]=1, predict the reactants needed to synthesize it. The reactants are: C=CC1C=CC=CC=1.C(O)(=O)C(C)=C.CO.[OH-].[K+].O.[CH3:20][C:21]1[C:26]([NH:27][C:28]2[C:33]3[C:34]([Cl:41])=[C:35]([Cl:40])[C:36]([Cl:39])=[C:37]([Cl:38])[C:32]=3[C:30](=[O:31])[N:29]=2)=[CH:25][CH:24]=[CH:23][C:22]=1[NH:42][C:43]1[C:48]2[C:49]([Cl:56])=[C:50]([Cl:55])[C:51]([Cl:54])=[C:52]([Cl:53])[C:47]=2[C:45](=[O:46])[N:44]=1. (2) Given the product [CH3:23][N:24]1[CH2:40][C:38]2[CH:37]=[CH:36][C:35]([O:41][CH3:42])=[C:34]3[C:39]=2[C@:27]2([C@@H:32]([O:33]3)[CH2:31][C:30](=[O:43])[CH:29]=[CH:28]2)[CH2:26][CH2:25]1, predict the reactants needed to synthesize it. The reactants are: CC(C)[O-].[Al+3].CC(C)[O-].CC(C)[O-].C1(=O)CCCCC1.O.Cl.[CH3:23][N:24]1[CH2:40][C:38]2=[C:39]3[C:34](=[C:35]([O:41][CH3:42])[CH:36]=[CH:37]2)[O:33][C@@H:32]2[C@:27]3([CH:28]=[CH:29][C@H:30]([OH:43])[CH2:31]2)[CH2:26][CH2:25]1.